This data is from Reaction yield outcomes from USPTO patents with 853,638 reactions. The task is: Predict the reaction yield, written as a fraction of the theoretical maximum amount of product (1.0 means a 100% yield; for example, 0.34 means a 34% yield). (1) The reactants are [CH3:1][O:2][C:3]([NH:5][C@H:6]([C:10]([N:12]1[CH2:16][CH2:15][CH2:14][C@H:13]1[C:17]1[NH:18][CH:19]=[C:20]([C:22]2[CH:27]=[CH:26][C:25]([C:28]3[CH:33]=[CH:32][C:31]([C:34]4[N:35]=[C:36]([C@@H:39]5[CH2:47][C:42]6([S:46][CH2:45][CH2:44][S:43]6)[CH2:41][N:40]5[C:48]([O:50][CH2:51][C:52]5[CH:57]=[CH:56][CH:55]=[CH:54][CH:53]=5)=[O:49])[NH:37][CH:38]=4)=[CH:30][CH:29]=3)=[CH:24][CH:23]=2)[N:21]=1)=[O:11])[CH:7]([CH3:9])[CH3:8])=[O:4].[CH3:58][CH:59]([CH3:115])[C@H:60]([NH:110][C:111]([O:113][CH3:114])=[O:112])[C:61]([N:63]1[CH2:67][CH2:66][CH2:65][C@H:64]1[C:68]1[NH:69][CH:70]=[C:71]([C:73]2[CH:78]=[CH:77][C:76]([C:79]3[CH:84]=[CH:83][C:82]([C:85](=[O:109])[CH2:86][NH:87][C:88]([C@@H:90]4[CH2:98][C:93]5([S:97][CH2:96][CH2:95][S:94]5)[CH2:92][N:91]4[C:99]([O:101][CH2:102][C:103]4[CH:108]=[CH:107][CH:106]=[CH:105][CH:104]=4)=[O:100])=[O:89])=[CH:81][CH:80]=3)=[CH:75][CH:74]=2)[N:72]=1)=[O:62]. No catalyst specified. The product is [CH3:1][O:2][C:3]([NH:5][C@H:6]([C:10]([N:12]1[CH2:16][CH2:15][CH2:14][C@H:13]1[C:17]1[NH:18][CH:19]=[C:20]([C:22]2[CH:23]=[CH:24][C:25]([C:28]3[CH:29]=[CH:30][C:31]([C:34]4[N:35]=[C:36]([C@@H:39]5[CH2:47][C:42]6([S:46][CH2:45][CH2:44][S:43]6)[CH2:41][N:40]5[C:48]([O:50][CH2:51][C:52]5[CH:57]=[CH:56][CH:55]=[CH:54][CH:53]=5)=[O:49])[NH:37][CH:38]=4)=[CH:32][CH:33]=3)=[CH:26][CH:27]=2)[N:21]=1)=[O:11])[CH:7]([CH3:9])[CH3:8])=[O:4].[CH3:58][CH:59]([CH3:115])[C@H:60]([NH:110][C:111]([O:113][CH3:114])=[O:112])[C:61]([N:63]1[CH2:67][CH2:66][CH2:65][C@H:64]1[C:68]1[NH:69][CH:70]=[C:71]([C:73]2[CH:74]=[CH:75][C:76]([C:79]3[CH:84]=[CH:83][C:82]([C:85](=[O:109])[CH2:86][NH:87][C:88]([C@@H:90]4[CH2:98][C:93]5([S:97][CH2:96][CH2:95][S:94]5)[CH2:92][N:91]4[C:99]([O:101][CH2:102][C:103]4[CH:108]=[CH:107][CH:106]=[CH:105][CH:104]=4)=[O:100])=[O:89])=[CH:81][CH:80]=3)=[CH:77][CH:78]=2)[N:72]=1)=[O:62].[C:51]([O-:62])(=[O:50])[CH3:52].[NH4+:5]. The yield is 0.870. (2) The reactants are [OH:1][C:2]1[CH:7]=[CH:6][C:5]([CH:8]2[CH2:11][N:10]([C:12]([C:14]3[CH:19]=[C:18]([O:20][CH2:21][CH2:22][O:23]C4CCCCO4)[CH:17]=[CH:16][N:15]=3)=[O:13])[CH2:9]2)=[CH:4][C:3]=1[O:30][CH3:31].Cl.[OH-].[Na+].C([O-])(O)=O.[Na+]. The catalyst is O1CCCC1. The product is [OH:23][CH2:22][CH2:21][O:20][C:18]1[CH:17]=[CH:16][N:15]=[C:14]([C:12]([N:10]2[CH2:9][CH:8]([C:5]3[CH:6]=[CH:7][C:2]([OH:1])=[C:3]([O:30][CH3:31])[CH:4]=3)[CH2:11]2)=[O:13])[CH:19]=1. The yield is 0.750. (3) The reactants are [CH3:1][O:2][C:3]1[CH:4]=[C:5]2[C:10](=[CH:11][CH:12]=1)[CH:9]([CH2:13][C:14]1[CH:19]=[CH:18][C:17]([O:20]CC3C=CC=CC=3)=[CH:16][CH:15]=1)[N:8]([CH:28]([CH3:30])[CH3:29])[CH2:7][CH2:6]2. The catalyst is C(O)(=O)C.C(OCC)(=O)C.[Pd]. The product is [CH3:1][O:2][C:3]1[CH:4]=[C:5]2[C:10](=[CH:11][CH:12]=1)[CH:9]([CH2:13][C:14]1[CH:19]=[CH:18][C:17]([OH:20])=[CH:16][CH:15]=1)[N:8]([CH:28]([CH3:30])[CH3:29])[CH2:7][CH2:6]2. The yield is 0.910. (4) The reactants are [F:1][C:2]1[CH:7]=[C:6]([C:8]2[CH:16]=[C:15]3[C:11]([C:12]([C:17]4[NH:18][C:19]5[CH2:24][CH2:23][NH:22][CH2:21][C:20]=5[N:25]=4)=[N:13][NH:14]3)=[CH:10][CH:9]=2)[C:5]([CH2:26][C:27]([F:30])([F:29])[F:28])=[CH:4][C:3]=1[OH:31].CC([O-])=O.[K+].[F:37][C:38]1[CH:45]=[CH:44][C:41]([CH:42]=O)=[CH:40][CH:39]=1.C(O[BH-](OC(=O)C)OC(=O)C)(=O)C.[Na+]. The catalyst is CO. The product is [F:1][C:2]1[CH:7]=[C:6]([C:8]2[CH:16]=[C:15]3[C:11]([C:12]([C:17]4[NH:18][C:19]5[CH2:24][CH2:23][N:22]([CH2:42][C:41]6[CH:44]=[CH:45][C:38]([F:37])=[CH:39][CH:40]=6)[CH2:21][C:20]=5[N:25]=4)=[N:13][NH:14]3)=[CH:10][CH:9]=2)[C:5]([CH2:26][C:27]([F:28])([F:29])[F:30])=[CH:4][C:3]=1[OH:31]. The yield is 0.303. (5) The reactants are [F:1][C:2]1[CH:10]=[CH:9][C:8]([CH2:11][C:12]2[C:21]3[C:16](=[CH:17][CH:18]=[CH:19][CH:20]=3)[C:15](=[O:22])[NH:14][N:13]=2)=[CH:7][C:3]=1[C:4](O)=[O:5].CN(C(ON1N=NC2C=CC=CC1=2)=[N+](C)C)C.F[P-](F)(F)(F)(F)F.C(N(C(C)C)C(C)C)C.[NH:56]1[CH2:61][CH2:60][CH:59]([O:62][CH2:63][CH2:64][N:65]2[CH2:70][CH2:69][CH2:68][CH2:67][CH2:66]2)[CH2:58][CH2:57]1. The catalyst is CC(N(C)C)=O. The product is [F:1][C:2]1[CH:10]=[CH:9][C:8]([CH2:11][C:12]2[C:21]3[C:16](=[CH:17][CH:18]=[CH:19][CH:20]=3)[C:15](=[O:22])[NH:14][N:13]=2)=[CH:7][C:3]=1[C:4]([N:56]1[CH2:61][CH2:60][CH:59]([O:62][CH2:63][CH2:64][N:65]2[CH2:70][CH2:69][CH2:68][CH2:67][CH2:66]2)[CH2:58][CH2:57]1)=[O:5]. The yield is 0.207.